From a dataset of Reaction yield outcomes from USPTO patents with 853,638 reactions. Predict the reaction yield, written as a fraction of the theoretical maximum amount of product (1.0 means a 100% yield; for example, 0.34 means a 34% yield). (1) The reactants are C([O:8][C:9]1[CH:18]=[C:17]2[C:12]([C:13]([O:19][C:20]3[CH:21]=[C:22]4[C:26](=[CH:27][CH:28]=3)[NH:25][C:24]([CH3:29])=[C:23]4[CH3:30])=[N:14][CH:15]=[N:16]2)=[CH:11][C:10]=1[O:31][CH3:32])C1C=CC=CC=1.C([O-])=O.[NH4+]. The catalyst is CN(C=O)C.[Pd]. The product is [CH3:29][C:24]1[NH:25][C:26]2[C:22]([C:23]=1[CH3:30])=[CH:21][C:20]([O:19][C:13]1[C:12]3[C:17](=[CH:18][C:9]([OH:8])=[C:10]([O:31][CH3:32])[CH:11]=3)[N:16]=[CH:15][N:14]=1)=[CH:28][CH:27]=2. The yield is 0.690. (2) The reactants are [C:1]([O:8]CC)(=O)[C:2]([O:4][CH2:5][CH3:6])=[O:3].O.[NH2:12][NH2:13]. The catalyst is C(O)C. The product is [NH:12]([C:1](=[O:8])[C:2]([O:4][CH2:5][CH3:6])=[O:3])[NH2:13]. The yield is 0.800. (3) The reactants are [Br:1][C:2]1[C:11]([Br:12])=[C:10]([Br:13])[C:9]2[N:14]=[C:15]([NH:16][CH2:17][CH2:18]N)[N:7]3[C:8]=2[C:3]=1[CH2:4][CH2:5][CH2:6]3.[OH:20][CH:21]1CCN[CH2:23][CH2:22]1. The catalyst is C(O)C. The product is [Br:1][C:2]1[C:11]([Br:12])=[C:10]([Br:13])[C:9]2[N:14]=[C:15]([N:16]3[CH2:17][CH2:18][CH:21]([OH:20])[CH2:22][CH2:23]3)[N:7]3[C:8]=2[C:3]=1[CH2:4][CH2:5][CH2:6]3. The yield is 0.500. (4) The reactants are Cl.[NH2:2][C@H:3]1[CH2:8][CH2:7][CH2:6][CH2:5][C@H:4]1[C:9]([O:11][CH2:12][CH3:13])=[O:10].C(N(CC)CC)C.[CH3:21][C:22]([CH3:27])([CH3:26])[CH2:23][CH:24]=O.C([BH3-])#N.[Na+]. The catalyst is CO. The product is [CH2:12]([O:11][C:9]([C@@H:4]1[CH2:5][CH2:6][CH2:7][CH2:8][C@@H:3]1[NH:2][CH2:24][CH2:23][C:22]([CH3:27])([CH3:26])[CH3:21])=[O:10])[CH3:13]. The yield is 0.250.